This data is from Full USPTO retrosynthesis dataset with 1.9M reactions from patents (1976-2016). The task is: Predict the reactants needed to synthesize the given product. (1) Given the product [CH3:20][C:15]1[CH:16]=[CH:17][CH:18]=[CH:19][C:14]=1[C:13]1[C:7]2[O:6][CH:5]([CH2:4][NH2:1])[CH2:9][C:8]=2[CH:10]=[CH:11][CH:12]=1, predict the reactants needed to synthesize it. The reactants are: [N:1]([CH2:4][CH:5]1[CH2:9][C:8]2[CH:10]=[CH:11][CH:12]=[C:13]([C:14]3[CH:19]=[CH:18][CH:17]=[CH:16][C:15]=3[CH3:20])[C:7]=2[O:6]1)=[N+]=[N-]. (2) Given the product [Br:1][C:2]1[N:3]=[CH:4][C:5]2[CH:15]=[C:14]([C:16]3[CH:17]=[N:18][N:19]([C:21]([O:23][C:24]([CH3:27])([CH3:26])[CH3:25])=[O:22])[CH:20]=3)[N:8]([S:9]([CH3:12])(=[O:11])=[O:10])[C:6]=2[CH:7]=1, predict the reactants needed to synthesize it. The reactants are: [Br:1][C:2]1[CH:7]=[C:6]([NH:8][S:9]([CH3:12])(=[O:11])=[O:10])[C:5](I)=[CH:4][N:3]=1.[C:14]([C:16]1[CH:17]=[N:18][N:19]([C:21]([O:23][C:24]([CH3:27])([CH3:26])[CH3:25])=[O:22])[CH:20]=1)#[CH:15].C(N(CC)CC)C. (3) Given the product [F:9][C:7]1[CH:6]=[C:5]2[C:3](=[C:2]([Br:1])[CH:8]=1)[N:4]=[CH:15][CH:14]=[CH:19]2, predict the reactants needed to synthesize it. The reactants are: [Br:1][C:2]1[CH:8]=[C:7]([F:9])[CH:6]=[CH:5][C:3]=1[NH2:4].[Na+].[N+]([C:14]1[CH:15]=C(S([O-])(=O)=O)C=C[CH:19]=1)([O-])=O.S(=O)(=O)(O)O.[OH-].[Na+]. (4) Given the product [F:1][C:2]1[CH:9]=[C:8]([F:10])[CH:7]=[CH:6][C:3]=1/[CH:4]=[N:12]/[OH:13], predict the reactants needed to synthesize it. The reactants are: [F:1][C:2]1[CH:9]=[C:8]([F:10])[CH:7]=[CH:6][C:3]=1[CH:4]=O.Cl.[NH2:12][OH:13].CCO.[OH-].[Na+]. (5) The reactants are: Cl[CH2:2][C:3]1[CH:8]=[CH:7][C:6]([F:9])=[C:5]([F:10])[CH:4]=1.[O:11]=[C:12]1[CH2:17][CH2:16][N:15]([C:18]([O:20][CH2:21][CH3:22])=[O:19])[CH2:14][CH2:13]1. Given the product [F:10][C:5]1[CH:4]=[C:3]([CH:8]=[CH:7][C:6]=1[F:9])[CH2:2][C:12]1([OH:11])[CH2:13][CH2:14][N:15]([C:18]([O:20][CH2:21][CH3:22])=[O:19])[CH2:16][CH2:17]1, predict the reactants needed to synthesize it. (6) Given the product [CH2:1]([O:3][C:4]([CH:6]1[CH2:10][CH2:9][NH:8][CH2:7]1)=[O:5])[CH3:2], predict the reactants needed to synthesize it. The reactants are: [CH2:1]([O:3][C:4]([CH:6]1[CH2:10][CH2:9][N:8](CC2C=CC=CC=2)[CH2:7]1)=[O:5])[CH3:2]. (7) Given the product [C:1]([O:5][C:6]([N:8]1[CH2:13][CH2:12][CH:11]([N:14]2[S:24](=[O:26])(=[O:25])[NH:23][CH2:22][C:16]3[CH:17]=[C:18]([Cl:21])[CH:19]=[CH:20][C:15]2=3)[CH2:10][CH2:9]1)=[O:7])([CH3:4])([CH3:2])[CH3:3], predict the reactants needed to synthesize it. The reactants are: [C:1]([O:5][C:6]([N:8]1[CH2:13][CH2:12][CH:11]([NH:14][C:15]2[CH:20]=[CH:19][C:18]([Cl:21])=[CH:17][C:16]=2[CH2:22][NH2:23])[CH2:10][CH2:9]1)=[O:7])([CH3:4])([CH3:3])[CH3:2].[S:24](N)(N)(=[O:26])=[O:25]. (8) Given the product [CH:1]1([C:7]2[C:15]3[CH:14]=[CH:13][C:12]([C:16]([OH:18])=[O:17])=[CH:11][C:10]=3[N:9]3[CH2:20][CH2:21][CH2:22][C:23]4[CH:28]=[CH:27][CH:26]=[CH:25][C:24]=4[C:8]=23)[CH2:6][CH2:5][CH2:4][CH2:3][CH2:2]1, predict the reactants needed to synthesize it. The reactants are: [CH:1]1([C:7]2[C:15]3[CH:14]=[CH:13][C:12]([C:16]([O:18]C)=[O:17])=[CH:11][C:10]=3[N:9]3[CH2:20][CH2:21][CH2:22][C:23]4[CH:28]=[CH:27][CH:26]=[CH:25][C:24]=4[C:8]=23)[CH2:6][CH2:5][CH2:4][CH2:3][CH2:2]1.[OH-].[Na+].Cl.O. (9) The reactants are: [NH2:1][C:2]1[CH:7]=[CH:6][CH:5]=[C:4](Br)[N:3]=1.[NH:9]1[CH2:15][CH2:14][CH2:13][CH2:12][CH2:11][CH2:10]1. Given the product [N:9]1([C:4]2[N:3]=[C:2]([NH2:1])[CH:7]=[CH:6][CH:5]=2)[CH2:15][CH2:14][CH2:13][CH2:12][CH2:11][CH2:10]1, predict the reactants needed to synthesize it. (10) Given the product [NH2:36][C@@H:8]([CH2:7][N:43]1[CH2:42][CH2:41][C:40]([O:39][CH2:37][CH3:38])([O:46][CH2:47][CH3:48])[CH2:45][CH2:44]1)[CH2:9][O:10][C:11]1[CH:16]=[C:15]([C:17]2[CH:18]=[C:19]3[C:24](=[C:25]([NH2:27])[N:26]=2)[CH:23]=[N:22][C:21]2[CH:28]=[C:29]([O:34][CH3:35])[C:30]([O:32][CH3:33])=[CH:31][C:20]3=2)[CH:14]=[N:13][CH:12]=1, predict the reactants needed to synthesize it. The reactants are: Cl.CS(O[CH2:7][C@H:8]([NH2:36])[CH2:9][O:10][C:11]1[CH:12]=[N:13][CH:14]=[C:15]([C:17]2[CH:18]=[C:19]3[C:24](=[C:25]([NH2:27])[N:26]=2)[CH:23]=[N:22][C:21]2[CH:28]=[C:29]([O:34][CH3:35])[C:30]([O:32][CH3:33])=[CH:31][C:20]3=2)[CH:16]=1)(=O)=O.[CH2:37]([O:39][C:40]1([O:46][CH2:47][CH3:48])[CH2:45][CH2:44][NH:43][CH2:42][CH2:41]1)[CH3:38].